From a dataset of Full USPTO retrosynthesis dataset with 1.9M reactions from patents (1976-2016). Predict the reactants needed to synthesize the given product. (1) Given the product [Cl:1][C:2]1[CH:3]=[C:4]([C:17]2[CH:22]=[C:21]([F:23])[CH:20]=[CH:19][C:18]=2[O:24][C@@H:36]([CH3:41])[C:37]([O:39][CH3:40])=[O:38])[CH:5]=[CH:6][C:7]=1[C:8]([N:10]1[CH2:14][CH2:13][CH2:12][C:11]1([CH3:16])[CH3:15])=[O:9], predict the reactants needed to synthesize it. The reactants are: [Cl:1][C:2]1[CH:3]=[C:4]([C:17]2[C:18]([OH:24])=[CH:19][CH:20]=[C:21]([F:23])[CH:22]=2)[CH:5]=[CH:6][C:7]=1[C:8]([N:10]1[CH2:14][CH2:13][CH2:12][C:11]1([CH3:16])[CH3:15])=[O:9].CC1C=CC(S(O[C@H:36]([CH3:41])[C:37]([O:39][CH3:40])=[O:38])(=O)=O)=CC=1.C(=O)([O-])[O-].[K+].[K+]. (2) Given the product [CH3:15][N:16]([CH3:32])[C:17]([C@H:19]1[CH2:23][CH:22]([F:1])[CH2:21][N:20]1[C:25]([O:27][C:28]([CH3:31])([CH3:30])[CH3:29])=[O:26])=[O:18], predict the reactants needed to synthesize it. The reactants are: [F:1]C(F)(N(CC)CC)C(F)C(F)(F)F.[CH3:15][N:16]([CH3:32])[C:17]([C@H:19]1[CH2:23][C@@H:22](O)[CH2:21][N:20]1[C:25]([O:27][C:28]([CH3:31])([CH3:30])[CH3:29])=[O:26])=[O:18].[F-].[Na+].C(=O)([O-])[O-].[K+].[K+]. (3) Given the product [Cl:17][C:18]1[CH:29]=[CH:28][C:21]2[NH:22][C:23]([CH2:25][CH2:26][NH:27][C:2]3[CH:7]=[C:6]([C:8]4[CH:13]=[CH:12][CH:11]=[C:10]([CH3:30])[C:9]=4[CH3:15])[N:5]=[C:4]([NH2:16])[N:3]=3)=[N:24][C:20]=2[CH:19]=1, predict the reactants needed to synthesize it. The reactants are: Cl[C:2]1[CH:7]=[C:6]([C:8]2[CH:13]=[CH:12][CH:11]=[C:10](Cl)[C:9]=2[CH3:15])[N:5]=[C:4]([NH2:16])[N:3]=1.[Cl:17][C:18]1[CH:29]=[CH:28][C:21]2[NH:22][C:23]([CH2:25][CH2:26][NH2:27])=[N:24][C:20]=2[CH:19]=1.[CH3:30]CN(CC)CC.C(O)CCC. (4) Given the product [Cl:1][C:2]1[CH:3]=[CH:4][C:5]([CH:8]([C:16]2[S:17][CH:18]=[CH:19][N:20]=2)[C:9]2[CH:15]=[CH:14][C:12]([NH:13][CH:31]=[C:25]3[C:26](=[O:28])[O:27][C:22]([CH3:30])([CH3:21])[O:23][C:24]3=[O:29])=[CH:11][CH:10]=2)=[CH:6][CH:7]=1, predict the reactants needed to synthesize it. The reactants are: [Cl:1][C:2]1[CH:7]=[CH:6][C:5]([CH:8]([C:16]2[S:17][CH:18]=[CH:19][N:20]=2)[C:9]2[CH:15]=[CH:14][C:12]([NH2:13])=[CH:11][CH:10]=2)=[CH:4][CH:3]=1.[CH3:21][C:22]1([CH3:30])[O:27][C:26](=[O:28])[CH2:25][C:24](=[O:29])[O:23]1.[CH:31](OCC)(OCC)OCC.